This data is from Reaction yield outcomes from USPTO patents with 853,638 reactions. The task is: Predict the reaction yield, written as a fraction of the theoretical maximum amount of product (1.0 means a 100% yield; for example, 0.34 means a 34% yield). (1) The reactants are [F:1][C:2]1[CH:3]=[CH:4][C:5]2[N:6]([CH:8]=[C:9]([C:11]([NH:13][C@H:14]3[CH2:19][CH2:18][C@@H:17]([NH:20][C:21]([C:23]4[C:24]([NH:30][C:31]5[CH:36]=[CH:35][CH:34]=[C:33]([O:37][CH2:38][CH2:39][N:40]6[CH2:45][CH2:44][O:43][CH2:42][CH2:41]6)[CH:32]=5)=[N:25][CH:26]=[C:27]([F:29])[CH:28]=4)=[O:22])[CH2:16][CH2:15]3)=[O:12])[N:10]=2)[CH:7]=1.[C:46](N1C=CN=C1)(N1C=CN=C1)=[O:47].[H-].[Na+]. The catalyst is CN(C)C=O. The product is [F:1][C:2]1[CH:3]=[CH:4][C:5]2[N:6]([CH:8]=[C:9]([C:11]([NH:13][C@H:14]3[CH2:15][CH2:16][C@@H:17]([N:20]4[C:21](=[O:22])[C:23]5[CH:28]=[C:27]([F:29])[CH:26]=[N:25][C:24]=5[N:30]([C:31]5[CH:36]=[CH:35][CH:34]=[C:33]([O:37][CH2:38][CH2:39][N:40]6[CH2:41][CH2:42][O:43][CH2:44][CH2:45]6)[CH:32]=5)[C:46]4=[O:47])[CH2:18][CH2:19]3)=[O:12])[N:10]=2)[CH:7]=1. The yield is 0.120. (2) The reactants are [NH2:1][C:2]1[CH:3]=[C:4]([CH:8]=[CH:9][C:10]=1[CH3:11])[C:5]([OH:7])=[O:6].[CH3:12][C:13](OC(C)=O)=[O:14]. The catalyst is CC(O)=O. The product is [C:13]([NH:1][C:2]1[CH:3]=[C:4]([CH:8]=[CH:9][C:10]=1[CH3:11])[C:5]([OH:7])=[O:6])(=[O:14])[CH3:12]. The yield is 0.962.